This data is from Reaction yield outcomes from USPTO patents with 853,638 reactions. The task is: Predict the reaction yield, written as a fraction of the theoretical maximum amount of product (1.0 means a 100% yield; for example, 0.34 means a 34% yield). The reactants are [CH3:1][C:2]1[N:3]=[C:4]2[CH:12]=[CH:11][CH:10]=[C:9]3[N:5]2[C:6]=1[C:7](=[O:28])[N:8]3[CH2:13][CH2:14][CH2:15][CH2:16][CH2:17][CH2:18][NH:19][S:20]([CH2:23][C:24]([F:27])([F:26])[F:25])(=[O:22])=[O:21].[ClH:29]. The yield is 0.941. The catalyst is CO. The product is [ClH:29].[CH3:1][C:2]1[N:3]=[C:4]2[CH:12]=[CH:11][CH:10]=[C:9]3[N:5]2[C:6]=1[C:7](=[O:28])[N:8]3[CH2:13][CH2:14][CH2:15][CH2:16][CH2:17][CH2:18][NH:19][S:20]([CH2:23][C:24]([F:26])([F:25])[F:27])(=[O:22])=[O:21].